This data is from Buchwald-Hartwig C-N cross coupling reaction yields with 55,370 reactions. The task is: Predict the reaction yield, written as a fraction of the theoretical maximum amount of product (1.0 means a 100% yield; for example, 0.34 means a 34% yield). (1) The reactants are FC(F)(F)c1ccc(Cl)cc1.Cc1ccc(N)cc1.O=S(=O)(O[Pd]1c2ccccc2-c2ccccc2N~1)C(F)(F)F.COc1ccc(OC)c(P(C(C)(C)C)C(C)(C)C)c1-c1c(C(C)C)cc(C(C)C)cc1C(C)C.CN1CCCN2CCCN=C12.COC(=O)c1ccno1. No catalyst specified. The product is Cc1ccc(Nc2ccc(C(F)(F)F)cc2)cc1. The yield is 0.0739. (2) The reactants are CCc1ccc(Cl)cc1.Cc1ccc(N)cc1.O=S(=O)(O[Pd]1c2ccccc2-c2ccccc2N~1)C(F)(F)F.CC(C)c1cc(C(C)C)c(-c2ccccc2P(C2CCCCC2)C2CCCCC2)c(C(C)C)c1.CN1CCCN2CCCN=C12.COC(=O)c1cc(-c2cccs2)on1. No catalyst specified. The product is CCc1ccc(Nc2ccc(C)cc2)cc1. The yield is 0.00885. (3) The reactants are CCc1ccc(I)cc1.Cc1ccc(N)cc1.O=S(=O)(O[Pd]1c2ccccc2-c2ccccc2N~1)C(F)(F)F.COc1ccc(OC)c(P([C@]23C[C@H]4C[C@H](C[C@H](C4)C2)C3)[C@]23C[C@H]4C[C@H](C[C@H](C4)C2)C3)c1-c1c(C(C)C)cc(C(C)C)cc1C(C)C.CN1CCCN2CCCN=C12.CCOC(=O)c1cc(C)on1. No catalyst specified. The product is CCc1ccc(Nc2ccc(C)cc2)cc1. The yield is 0.807. (4) The reactants are COc1ccc(Cl)cc1.Cc1ccc(N)cc1.O=S(=O)(O[Pd]1c2ccccc2-c2ccccc2N~1)C(F)(F)F.CC(C)c1cc(C(C)C)c(-c2ccccc2P(C(C)(C)C)C(C)(C)C)c(C(C)C)c1.CN1CCCN2CCCN=C12.c1ccc(CN(Cc2ccccc2)c2ccno2)cc1. No catalyst specified. The product is COc1ccc(Nc2ccc(C)cc2)cc1. The yield is 0.00713. (5) The reactants are CCc1ccc(I)cc1.Cc1ccc(N)cc1.O=S(=O)(O[Pd]1c2ccccc2-c2ccccc2N~1)C(F)(F)F.COc1ccc(OC)c(P([C@]23C[C@H]4C[C@H](C[C@H](C4)C2)C3)[C@]23C[C@H]4C[C@H](C[C@H](C4)C2)C3)c1-c1c(C(C)C)cc(C(C)C)cc1C(C)C.CN(C)C(=NC(C)(C)C)N(C)C.Cc1ccno1. No catalyst specified. The product is CCc1ccc(Nc2ccc(C)cc2)cc1. The yield is 0.603. (6) The reactants are COc1ccc(I)cc1.Cc1ccc(N)cc1.O=S(=O)(O[Pd]1c2ccccc2-c2ccccc2N~1)C(F)(F)F.COc1ccc(OC)c(P(C(C)(C)C)C(C)(C)C)c1-c1c(C(C)C)cc(C(C)C)cc1C(C)C.CN(C)C(=NC(C)(C)C)N(C)C.CCOC(=O)c1cnoc1C. No catalyst specified. The product is COc1ccc(Nc2ccc(C)cc2)cc1. The yield is 0.230. (7) The reactants are CCc1ccc(I)cc1.Cc1ccc(N)cc1.O=S(=O)(O[Pd]1c2ccccc2-c2ccccc2N~1)C(F)(F)F.COc1ccc(OC)c(P([C@]23C[C@H]4C[C@H](C[C@H](C4)C2)C3)[C@]23C[C@H]4C[C@H](C[C@H](C4)C2)C3)c1-c1c(C(C)C)cc(C(C)C)cc1C(C)C.CCN=P(N=P(N(C)C)(N(C)C)N(C)C)(N(C)C)N(C)C.c1ccc(CN(Cc2ccccc2)c2ccon2)cc1. No catalyst specified. The product is CCc1ccc(Nc2ccc(C)cc2)cc1. The yield is 0.685. (8) The reactants are COc1ccc(Cl)cc1.Cc1ccc(N)cc1.O=S(=O)(O[Pd]1c2ccccc2-c2ccccc2N~1)C(F)(F)F.COc1ccc(OC)c(P([C@]23C[C@H]4C[C@H](C[C@H](C4)C2)C3)[C@]23C[C@H]4C[C@H](C[C@H](C4)C2)C3)c1-c1c(C(C)C)cc(C(C)C)cc1C(C)C.CN1CCCN2CCCN=C12.Cc1cc(C)on1. No catalyst specified. The product is COc1ccc(Nc2ccc(C)cc2)cc1. The yield is 0.00493. (9) The reactants are COc1ccc(I)cc1.Cc1ccc(N)cc1.O=S(=O)(O[Pd]1c2ccccc2-c2ccccc2N~1)C(F)(F)F.COc1ccc(OC)c(P(C(C)(C)C)C(C)(C)C)c1-c1c(C(C)C)cc(C(C)C)cc1C(C)C.CN(C)C(=NC(C)(C)C)N(C)C.CCOC(=O)c1cc(OC)no1. No catalyst specified. The product is COc1ccc(Nc2ccc(C)cc2)cc1. The yield is 0.421. (10) The reactants are CCc1ccc(Br)cc1.Cc1ccc(N)cc1.O=S(=O)(O[Pd]1c2ccccc2-c2ccccc2N~1)C(F)(F)F.COc1ccc(OC)c(P(C(C)(C)C)C(C)(C)C)c1-c1c(C(C)C)cc(C(C)C)cc1C(C)C.CN(C)C(=NC(C)(C)C)N(C)C.COC(=O)c1cc(-c2cccs2)on1. No catalyst specified. The product is CCc1ccc(Nc2ccc(C)cc2)cc1. The yield is 0.568.